From a dataset of Forward reaction prediction with 1.9M reactions from USPTO patents (1976-2016). Predict the product of the given reaction. (1) Given the reactants [CH2:1]([O:8][CH2:9][C@@H:10]1[CH2:12][O:11]1)[C:2]1[CH:7]=[CH:6][CH:5]=[CH:4][CH:3]=1.O.[NH2:14][NH2:15].C[O-].[Na+].[C:19](=[O:26])(OCC)OCC, predict the reaction product. The product is: [NH2:14][N:15]1[CH2:12][C@@H:10]([CH2:9][O:8][CH2:1][C:2]2[CH:3]=[CH:4][CH:5]=[CH:6][CH:7]=2)[O:11][C:19]1=[O:26]. (2) The product is: [O:1]1[CH2:6][CH2:5][N:4]([CH2:7][C:8]2[CH:9]=[C:12]([C:13]([O:15][CH2:16][CH3:17])=[O:14])[NH:24][N:23]=2)[CH2:3][CH2:2]1. Given the reactants [O:1]1[CH2:6][CH2:5][N:4]([CH2:7][C:8](=O)[CH3:9])[CH2:3][CH2:2]1.[Na].[C:12](OCC)(=O)[C:13]([O:15][CH2:16][CH3:17])=[O:14].Cl.[NH2:23][NH2:24], predict the reaction product. (3) Given the reactants [CH3:1][NH2:2].Cl[C:4]1[S:5][C:6]([S:10]([NH:13][C@@H:14]2[CH2:16][C@H:15]2[C:17]2[CH:22]=[CH:21][CH:20]=[CH:19][CH:18]=2)(=[O:12])=[O:11])=[C:7]([CH3:9])[N:8]=1, predict the reaction product. The product is: [CH3:9][C:7]1[N:8]=[C:4]([NH:2][CH3:1])[S:5][C:6]=1[S:10]([NH:13][C@@H:14]1[CH2:16][C@H:15]1[C:17]1[CH:22]=[CH:21][CH:20]=[CH:19][CH:18]=1)(=[O:12])=[O:11]. (4) Given the reactants [C:1]([N:4]1[C:13]2[C:8](=[CH:9][C:10]([N+:14]([O-:16])=[O:15])=[CH:11][CH:12]=2)[C:7](=O)[CH:6]([C:18](=O)[C:19]([O:21][CH2:22][CH3:23])=[O:20])[CH2:5]1)(=[O:3])[CH3:2].Cl.[F:26][C:27]1[CH:32]=[CH:31][C:30]([NH:33][NH2:34])=[CH:29][CH:28]=1, predict the reaction product. The product is: [C:1]([N:4]1[C:13]2[CH:12]=[CH:11][C:10]([N+:14]([O-:16])=[O:15])=[CH:9][C:8]=2[C:7]2[N:33]([C:30]3[CH:31]=[CH:32][C:27]([F:26])=[CH:28][CH:29]=3)[N:34]=[C:18]([C:19]([O:21][CH2:22][CH3:23])=[O:20])[C:6]=2[CH2:5]1)(=[O:3])[CH3:2]. (5) Given the reactants [C:1]([O:6][CH3:7])(=[O:5])[CH:2]([CH3:4])[CH3:3].C([N-]C(C)C)(C)C.[Li+].[CH3:16][Bi:17](Br)[CH3:18], predict the reaction product. The product is: [CH3:16][Bi:17]([CH3:18])[C:2]([CH3:4])([CH3:3])[C:1]([O:6][CH3:7])=[O:5]. (6) Given the reactants [C:1]1([C:3](=[CH:5][CH:6]=[CH:7][CH:8]=1)[OH:4])[OH:2].[O-]CC.[Nb+5:12].[O-]CC.[O-]CC.[O-]CC.[O-]CC, predict the reaction product. The product is: [C:1]1([C:3](=[CH:5][CH:6]=[CH:7][CH:8]=1)[O-:4])[O-:2].[Nb+5:12].[C:1]1([C:3](=[CH:5][CH:6]=[CH:7][CH:8]=1)[O-:4])[O-:2].[C:1]1([C:3](=[CH:5][CH:6]=[CH:7][CH:8]=1)[O-:4])[O-:2].[C:1]1([C:3](=[CH:5][CH:6]=[CH:7][CH:8]=1)[O-:4])[O-:2].[C:1]1([C:3](=[CH:5][CH:6]=[CH:7][CH:8]=1)[O-:4])[O-:2].[Nb+5:12]. (7) Given the reactants [CH2:1]([N:8](C)[CH:9]1[CH2:13][O:12][CH:11]2[CH:14]([O:17]CC3C=CC=CC=3)[CH2:15][O:16][CH:10]12)C1C=CC=CC=1.Cl, predict the reaction product. The product is: [CH3:1][NH:8][CH:9]1[CH:10]2[O:16][CH2:15][CH:14]([OH:17])[CH:11]2[O:12][CH2:13]1. (8) Given the reactants [NH2:1][C:2]1[CH:3]=[C:4]2[C:9](=[C:10]([Cl:12])[CH:11]=1)[N:8]=[CH:7][C:6]([C:13]#[N:14])=[C:5]2[NH:15][C:16]1[CH:21]=[CH:20][C:19]([F:22])=[C:18]([Cl:23])[CH:17]=1.[N+:24]1([O-:32])[C:25]([CH:30]=O)=[CH:26][CH:27]=[CH:28][CH:29]=1.[BH3-]C#N.[Na+], predict the reaction product. The product is: [Cl:12][C:10]1[CH:11]=[C:2]([NH:1][CH2:30][C:25]2[CH:26]=[CH:27][CH:28]=[CH:29][N+:24]=2[O-:32])[CH:3]=[C:4]2[C:9]=1[N:8]=[CH:7][C:6]([C:13]#[N:14])=[C:5]2[NH:15][C:16]1[CH:21]=[CH:20][C:19]([F:22])=[C:18]([Cl:23])[CH:17]=1. (9) Given the reactants CO[CH:3](OC)[C:4]1[CH:9]=[CH:8][N:7]=[C:6]([CH3:10])[N:5]=1.Cl.[NH2:14][OH:15].Cl.C(=O)([O-])[O-].[Na+].[Na+], predict the reaction product. The product is: [CH3:10][C:6]1[N:5]=[C:4]([CH:3]=[N:14][OH:15])[CH:9]=[CH:8][N:7]=1. (10) The product is: [Cl:53][C:52]1[CH:50]=[CH:49][C:10]2[C:8](=[CH:7][CH:6]=[CH:5][CH:11]=2)[C:9]=1[O:41][P:28](=[N:12][C@H:13]([C:22]1[CH:23]=[CH:24][CH:25]=[CH:26][CH:27]=1)[C:14]([O:16][CH2:17][C:18]([CH3:21])([CH3:20])[CH3:19])=[O:15])=[O:29]. Given the reactants S([C:5]1[CH:11]=[CH:10][C:8]([CH3:9])=[CH:7][CH:6]=1)([O-])(=O)=O.[NH2:12][C@H:13]([C:22]1[CH:27]=[CH:26][CH:25]=[CH:24][CH:23]=1)[C:14]([O:16][CH2:17][C:18]([CH3:21])([CH3:20])[CH3:19])=[O:15].[P:28](Cl)(Cl)(=[O:41])[O:29]OC1C2C(=CC=CC=2)C=CC=1.C(N([CH2:49][CH3:50])CC)C.Cl[CH2:52][Cl:53], predict the reaction product.